From a dataset of Reaction yield outcomes from USPTO patents with 853,638 reactions. Predict the reaction yield, written as a fraction of the theoretical maximum amount of product (1.0 means a 100% yield; for example, 0.34 means a 34% yield). (1) The reactants are C(N(C(C)C)C(C)C)C.[C:10]([C:14]1[N:19]=[C:18]([O:20][C:21]2[C:26]([CH3:27])=[CH:25][C:24]([CH3:28])=[CH:23][C:22]=2[CH3:29])[C:17]([C:30](O)=[O:31])=[CH:16][CH:15]=1)([CH3:13])([CH3:12])[CH3:11].[F:33][C:34]1[N:39]=[C:38]([S:40]([NH2:43])(=[O:42])=[O:41])[CH:37]=[CH:36][CH:35]=1.CN(C(ON1N=NC2C=CC=NC1=2)=[N+](C)C)C.F[P-](F)(F)(F)(F)F. The catalyst is CN(C)C=O. The product is [C:10]([C:14]1[N:19]=[C:18]([O:20][C:21]2[C:22]([CH3:29])=[CH:23][C:24]([CH3:28])=[CH:25][C:26]=2[CH3:27])[C:17]([C:30]([NH:43][S:40]([C:38]2[CH:37]=[CH:36][CH:35]=[C:34]([F:33])[N:39]=2)(=[O:41])=[O:42])=[O:31])=[CH:16][CH:15]=1)([CH3:13])([CH3:11])[CH3:12]. The yield is 0.230. (2) The reactants are [F:1][C:2]1[CH:3]=[C:4]([S:8]([C:11]2[CH:16]=[CH:15][C:14](F)=[CH:13][C:12]=2[N+:18]([O-:20])=[O:19])(=[O:10])=[O:9])[CH:5]=[CH:6][CH:7]=1.[NH:21]1[CH2:27][CH2:26][CH2:25][NH:24][CH2:23][CH2:22]1.C(=O)([O-])[O-].[K+].[K+].O. The catalyst is C(#N)C.C(Cl)Cl. The product is [F:1][C:2]1[CH:3]=[C:4]([S:8]([C:11]2[CH:16]=[CH:15][C:14]([N:21]3[CH2:27][CH2:26][CH2:25][NH:24][CH2:23][CH2:22]3)=[CH:13][C:12]=2[N+:18]([O-:20])=[O:19])(=[O:10])=[O:9])[CH:5]=[CH:6][CH:7]=1. The yield is 0.990. (3) The reactants are [F:1][C:2]1[CH:3]=[C:4]([CH:7]=[CH:8][C:9]=1B1OC(C)(C)C(C)(C)O1)[C:5]#[N:6].Br[C:20]1[CH:21]=[C:22]([CH:26]([CH:33]2[CH2:35][CH2:34]2)[NH:27][S:28]([CH2:31][CH3:32])(=[O:30])=[O:29])[CH:23]=[N:24][CH:25]=1.C([O-])([O-])=O.[Na+].[Na+]. The catalyst is CN(C=O)C.Cl[Pd](Cl)([P](C1C=CC=CC=1)(C1C=CC=CC=1)C1C=CC=CC=1)[P](C1C=CC=CC=1)(C1C=CC=CC=1)C1C=CC=CC=1. The product is [C:5]([C:4]1[CH:7]=[CH:8][C:9]([C:20]2[CH:21]=[C:22]([CH:26]([CH:33]3[CH2:35][CH2:34]3)[NH:27][S:28]([CH2:31][CH3:32])(=[O:29])=[O:30])[CH:23]=[N:24][CH:25]=2)=[C:2]([F:1])[CH:3]=1)#[N:6]. The yield is 0.560. (4) The reactants are [Br:1][C:2]1[CH:7]=[CH:6][CH:5]=[CH:4][C:3]=1[C:8](=[CH:14]O)[C:9]([O:11][CH2:12][CH3:13])=[O:10].[NH2:16][C:17]1[C:18]([CH3:23])=[CH:19][CH:20]=[CH:21][CH:22]=1. The catalyst is CO. The product is [C:18]1([CH3:23])[C:17]([NH:16][CH:14]=[C:8]([C:3]2[CH:4]=[CH:5][CH:6]=[CH:7][C:2]=2[Br:1])[C:9]([O:11][CH2:12][CH3:13])=[O:10])=[CH:22][CH:21]=[CH:20][CH:19]=1. The yield is 0.950.